Dataset: Experimentally validated miRNA-target interactions with 360,000+ pairs, plus equal number of negative samples. Task: Binary Classification. Given a miRNA mature sequence and a target amino acid sequence, predict their likelihood of interaction. (1) The miRNA is hsa-miR-7162-3p with sequence UCUGAGGUGGAACAGCAGC. The protein sequence of the target gene is MSARATRPRSRRGRHAPPGELDPVAESSEEVEAASGSSKPSFAPPPVSSGLEQLGPMEEVSGQGLGSRTDKKMDGGSGRELASAPEVPHKPAVEAHQAPEAALQYKETVPPGNGAPDVFQTLQHTLSSLEAAAAAWRHQPPSHSGPMEFEGTSEGGAGSLGKQEGAGSCQREAARLAERNAWLRLALSSREDELVRTQASLEAIRAEKETLQKEVQELQDSLLRLEPCPHLSHNQAGGSGSGSSSSEADREPWETQDSFSLAHPLLRRLRSHSSTQILGSLPNQPLSPEMHIMEAQMEQL.... Result: 0 (no interaction). (2) The miRNA is mmu-miR-292a-3p with sequence AAAGUGCCGCCAGGUUUUGAGUGU. The protein sequence of the target gene is MEILWKTLTWILSLIMASSEFHSDHRLSYSSQEEFLTYLEHYQLTIPIRVDQNGAFLSFTVKNDKHSRRRRSMDPIDPQQAVSKLFFKLSAYGKHFHLNLTLNTDFVSKHFTVEYWGKDGPQWKHDFLDNCHYTGYLQDQRSTTKVALSNCVGLHGVIATEDEEYFIEPLKNTTEDSKHFSYENGHPHVIYKKSALQQRHLYDHSHCGVSDFTRSGKPWWLNDTSTVSYSLPINNTHIHHRQKRSVSIERFVETLVVADKMMVGYHGRKDIEHYILSVMNIVAKLYRDSSLGNVVNIIVA.... Result: 0 (no interaction). (3) The miRNA is hsa-miR-183-3p with sequence GUGAAUUACCGAAGGGCCAUAA. The protein sequence of the target gene is MEEVTTCSFNSPLFRQEDDRGITYRIPALLYIPPTHTFLAFAEKRSTRRDEDALHLVLRRGLRIGQLVQWGPLKPLMEATLPGHRTMNPCPVWEQKSGCVFLFFICVRGHVTERQQIVSGRNAARLCFIYSQDAGCSWSEVRDLTEEVIGSELKHWATFAVGPGHGIQLQSGRLVIPAYTYYIPSWFFCFQLPCKTRPHSLMIYSDDLGVTWHHGRLIRPMVTVECEVAEVTGRAGHPVLYCSARTPNRCRAEALSTDHGEGFQRLALSRQLCEPPHGCQGSVVSFRPLEIPHRCQDSSS.... Result: 0 (no interaction).